Dataset: Peptide-MHC class I binding affinity with 185,985 pairs from IEDB/IMGT. Task: Regression. Given a peptide amino acid sequence and an MHC pseudo amino acid sequence, predict their binding affinity value. This is MHC class I binding data. The peptide sequence is LTFGWCFKL. The MHC is HLA-A31:01 with pseudo-sequence HLA-A31:01. The binding affinity (normalized) is 0.540.